Dataset: Catalyst prediction with 721,799 reactions and 888 catalyst types from USPTO. Task: Predict which catalyst facilitates the given reaction. (1) Reactant: [Cl:1][C:2]1[CH:7]=[CH:6][CH:5]=[C:4]([Cl:8])[C:3]=1[N:9]=[C:10]=[S:11].[CH:12]1([NH:18][C:19]([CH3:23])([CH3:22])[CH2:20][OH:21])[CH2:17][CH2:16][CH2:15][CH2:14][CH2:13]1. Product: [CH:12]1([NH:18][C:19]([CH3:23])([CH3:22])[CH2:20][OH:21])[CH2:17][CH2:16][CH2:15][CH2:14][CH2:13]1.[Cl:1][C:2]1[CH:7]=[CH:6][CH:5]=[C:4]([Cl:8])[C:3]=1[N:9]=[C:10]1[N:18]([CH:12]2[CH2:17][CH2:16][CH2:15][CH2:14][CH2:13]2)[C:19]([CH3:23])([CH3:22])[CH2:20][S:11]1. The catalyst class is: 2. (2) Reactant: [CH2:1]([O:3][C:4]([C:6]1[NH:7][N:8]=[C:9]([CH:11]2[CH2:13][CH2:12]2)[CH:10]=1)=[O:5])[CH3:2].[Cl:14]N1C(=O)CCC1=O. Product: [CH2:1]([O:3][C:4]([C:6]1[NH:7][N:8]=[C:9]([CH:11]2[CH2:12][CH2:13]2)[C:10]=1[Cl:14])=[O:5])[CH3:2]. The catalyst class is: 9. (3) Reactant: [Mg].II.Br[CH2:5][CH2:6]Br.Br[C:9]1[CH:19]=[CH:18][C:12]([N:13]([CH2:16][CH3:17])[CH2:14][CH3:15])=[CH:11][CH:10]=1.[P:20]([O-:27])(OCC)OCC.Cl. Product: [CH2:14]([N:13]([CH2:5][CH3:6])[C:12]1[CH:18]=[CH:19][C:9]([PH:20](=[O:27])[C:9]2[CH:19]=[CH:18][C:12]([N:13]([CH2:16][CH3:17])[CH2:14][CH3:15])=[CH:11][CH:10]=2)=[CH:10][CH:11]=1)[CH3:15]. The catalyst class is: 355. (4) Reactant: [CH2:1]([O:8][C:9]1[CH:10]=[C:11]2[C:16](=[CH:17][CH:18]=1)[N:15]=[C:14]([C:19](OCC1C=CC=CC=1)=[O:20])[CH:13]=[CH:12]2)[C:2]1[CH:7]=[CH:6][CH:5]=[CH:4][CH:3]=1.[H-].C([Al+]CC(C)C)C(C)C.O.O.O.O.O.O.O.O.O.O.S([O-])([O-])(=O)=O.[Na+].[Na+]. Product: [CH2:1]([O:8][C:9]1[CH:10]=[C:11]2[C:16](=[CH:17][CH:18]=1)[N:15]=[C:14]([CH:19]=[O:20])[CH:13]=[CH:12]2)[C:2]1[CH:3]=[CH:4][CH:5]=[CH:6][CH:7]=1. The catalyst class is: 207. (5) Reactant: [CH3:1][N:2]([C:10]1[CH:15]=[CH:14][CH:13]=[CH:12][CH:11]=1)[C:3]([C:5]1[CH:9]=[CH:8][NH:7][N:6]=1)=[O:4].Cl[C:17]([O:19][CH2:20][C:21]1[CH:26]=[CH:25][CH:24]=[CH:23][C:22]=1[Cl:27])=[O:18]. Product: [Cl:27][C:22]1[CH:23]=[CH:24][CH:25]=[CH:26][C:21]=1[CH2:20][O:19][C:17]([N:7]1[CH:8]=[CH:9][C:5]([C:3](=[O:4])[N:2]([CH3:1])[C:10]2[CH:15]=[CH:14][CH:13]=[CH:12][CH:11]=2)=[N:6]1)=[O:18]. The catalyst class is: 166. (6) Reactant: [C:1]([C:4]1[S:8][C:7]([NH:9][C:10](=[O:20])[C:11]2[CH:16]=[C:15]([Cl:17])[CH:14]=[CH:13][C:12]=2[O:18][CH3:19])=[N:6][C:5]=1[CH3:21])(=[O:3])[CH3:2].Br[CH2:23][CH2:24][CH2:25][CH3:26].CC(C)([O-])C.[K+]. Product: [C:1]([C:4]1[S:8]/[C:7](=[N:9]\[C:10](=[O:20])[C:11]2[CH:16]=[C:15]([Cl:17])[CH:14]=[CH:13][C:12]=2[O:18][CH3:19])/[N:6]([CH2:23][CH2:24][CH2:25][CH3:26])[C:5]=1[CH3:21])(=[O:3])[CH3:2]. The catalyst class is: 9. (7) Reactant: [OH:1][C@@H:2]([CH2:17][N:18]1[CH2:23][CH2:22][O:21][CH2:20][CH2:19]1)[CH2:3][N:4]1[CH2:9][CH2:8][C:7]2[NH:10][C:11]([CH:14]=O)=[C:12]([CH3:13])[C:6]=2[C:5]1=[O:16].[Br:24][C:25]1[CH:26]=[C:27]([F:35])[CH:28]=[C:29]2[C:33]=1[NH:32][C:31](=[O:34])[CH2:30]2.N1CCCCC1. Product: [Br:24][C:25]1[CH:26]=[C:27]([F:35])[CH:28]=[C:29]2[C:33]=1[NH:32][C:31](=[O:34])/[C:30]/2=[CH:14]\[C:11]1[NH:10][C:7]2[CH2:8][CH2:9][N:4]([CH2:3][C@@H:2]([OH:1])[CH2:17][N:18]3[CH2:23][CH2:22][O:21][CH2:20][CH2:19]3)[C:5](=[O:16])[C:6]=2[C:12]=1[CH3:13]. The catalyst class is: 8.